This data is from Peptide-MHC class I binding affinity with 185,985 pairs from IEDB/IMGT. The task is: Regression. Given a peptide amino acid sequence and an MHC pseudo amino acid sequence, predict their binding affinity value. This is MHC class I binding data. (1) The peptide sequence is SSCSSCPLSKI. The MHC is HLA-A02:01 with pseudo-sequence HLA-A02:01. The binding affinity (normalized) is 0.238. (2) The peptide sequence is AEGVIAFLI. The MHC is HLA-A24:02 with pseudo-sequence HLA-A24:02. The binding affinity (normalized) is 0.437. (3) The peptide sequence is KDKNKWRM. The MHC is Mamu-B01 with pseudo-sequence Mamu-B01. The binding affinity (normalized) is 0. (4) The MHC is HLA-A69:01 with pseudo-sequence HLA-A69:01. The peptide sequence is KYTSGRQEK. The binding affinity (normalized) is 0.0847. (5) The peptide sequence is HEAEYNLSL. The MHC is HLA-B40:01 with pseudo-sequence HLA-B40:01. The binding affinity (normalized) is 0.851. (6) The peptide sequence is TVPSERGL. The MHC is Mamu-A02 with pseudo-sequence Mamu-A02. The binding affinity (normalized) is 0. (7) The peptide sequence is APHHVVAVI. The MHC is HLA-B54:01 with pseudo-sequence HLA-B54:01. The binding affinity (normalized) is 0.591. (8) The peptide sequence is SLTDRELLL. The MHC is HLA-A80:01 with pseudo-sequence HLA-A80:01. The binding affinity (normalized) is 0.0847. (9) The peptide sequence is RIRKDFGKR. The MHC is HLA-B15:17 with pseudo-sequence HLA-B15:17. The binding affinity (normalized) is 0.273. (10) The peptide sequence is YPMSIPATLF. The MHC is HLA-B51:01 with pseudo-sequence HLA-B51:01. The binding affinity (normalized) is 0.433.